Task: Predict the reactants needed to synthesize the given product.. Dataset: Full USPTO retrosynthesis dataset with 1.9M reactions from patents (1976-2016) (1) The reactants are: C(N=C=NCCCN(C)C)C.[F:12][C:13]1[CH:14]=[C:15]([CH:32]=[CH:33][C:34]=1[F:35])[C:16]([NH:18][C:19](=S)[NH:20][C:21]1[CH:26]=[CH:25][CH:24]=[C:23]([C:27]([F:30])([F:29])[F:28])[CH:22]=1)=[O:17].[NH2:36][C:37]1[CH:38]=[C:39]([OH:43])[CH:40]=[N:41][CH:42]=1.CN(C)C=O. Given the product [F:12][C:13]1[CH:14]=[C:15]([CH:32]=[CH:33][C:34]=1[F:35])[C:16](/[N:18]=[C:19](\[NH:36][C:37]1[CH:42]=[N:41][CH:40]=[C:39]([OH:43])[CH:38]=1)/[NH:20][C:21]1[CH:26]=[CH:25][CH:24]=[C:23]([C:27]([F:30])([F:29])[F:28])[CH:22]=1)=[O:17], predict the reactants needed to synthesize it. (2) Given the product [C:4]([OH:23])(=[O:22])[CH2:5][CH2:6][CH2:7]/[CH:8]=[CH:9]\[CH2:10]/[CH:11]=[CH:12]\[CH2:13]/[CH:14]=[CH:15]\[CH2:16]/[CH:17]=[CH:18]\[CH2:19][CH2:20][CH2:21][CH2:24][CH3:25], predict the reactants needed to synthesize it. The reactants are: IC#N.[C:4]([OH:23])(=[O:22])[CH2:5][CH2:6][CH2:7][CH2:8]/[CH:9]=[CH:10]\[CH2:11]/[CH:12]=[CH:13]\[CH2:14]/[CH:15]=[CH:16]\[CH2:17][CH2:18][CH2:19][CH2:20][CH3:21].[C:24](O)(=O)[CH2:25]CCCCCC/C=C\C/C=C\C/C=C\CC. (3) Given the product [Cl:31][C:32]1[CH:39]=[CH:38][C:35]([CH2:36][N:18]2[CH2:19][C:20](=[O:21])[N:16]([CH2:15][C:5]3[N:4]([CH2:3][C:2]([CH3:24])([CH3:23])[CH3:1])[C:8]4[N:9]=[C:10]([C:13]#[N:14])[N:11]=[CH:12][C:7]=4[CH:6]=3)[C:17]2=[O:22])=[CH:34][CH:33]=1, predict the reactants needed to synthesize it. The reactants are: [CH3:1][C:2]([CH3:24])([CH3:23])[CH2:3][N:4]1[C:8]2[N:9]=[C:10]([C:13]#[N:14])[N:11]=[CH:12][C:7]=2[CH:6]=[C:5]1[CH2:15][N:16]1[C:20](=[O:21])[CH2:19][NH:18][C:17]1=[O:22].C([O-])([O-])=O.[K+].[K+].[Cl:31][C:32]1[CH:39]=[CH:38][C:35]([CH2:36]Cl)=[CH:34][CH:33]=1. (4) The reactants are: [Br:1][C:2]1[CH:3]=[CH:4][CH:5]=[C:6]2[C:11]=1[N:10]=[C:9](Cl)[N:8]=[CH:7]2.[C:13]1([C:19](B(O)O)=[CH2:20])[CH:18]=[CH:17][CH:16]=[CH:15][CH:14]=1.C(=O)([O-])[O-].[K+].[K+]. Given the product [Br:1][C:2]1[CH:3]=[CH:4][CH:5]=[C:6]2[C:11]=1[N:10]=[C:9]([C:19]([C:13]1[CH:18]=[CH:17][CH:16]=[CH:15][CH:14]=1)=[CH2:20])[N:8]=[CH:7]2, predict the reactants needed to synthesize it. (5) Given the product [F:38][C:37]1[C:32]([F:31])=[C:33]([C:40]2[CH:41]([CH3:47])[CH2:42][C:43](=[O:46])[NH:44][N:45]=2)[CH:34]=[CH:35][C:36]=1[O:39][CH2:2][CH2:3][CH2:4][CH2:5][N:6]1[C:11](=[O:12])[CH:10]=[CH:9][C:8]([C:13]2[C:21]3[NH:20][C:19]([C:22]([F:24])([F:23])[F:25])=[N:18][C:17]=3[C:16]([O:29][CH3:30])=[CH:15][CH:14]=2)=[N:7]1, predict the reactants needed to synthesize it. The reactants are: Br[CH2:2][CH2:3][CH2:4][CH2:5][N:6]1[C:11](=[O:12])[CH:10]=[CH:9][C:8]([C:13]2[C:21]3[N:20]=[C:19]([C:22]([F:25])([F:24])[F:23])[N:18](COC)[C:17]=3[C:16]([O:29][CH3:30])=[CH:15][CH:14]=2)=[N:7]1.[F:31][C:32]1[C:37]([F:38])=[C:36]([OH:39])[CH:35]=[CH:34][C:33]=1[C:40]1[CH:41]([CH3:47])[CH2:42][C:43](=[O:46])[NH:44][N:45]=1. (6) Given the product [F:1][C:2]1[CH:3]=[CH:4][C:5]([C:8]2[N:12]([CH2:25][CH:26]([CH3:28])[CH3:27])[N:11]=[C:10]([C:13]([O:15][CH2:16][CH3:17])=[O:14])[CH:9]=2)=[CH:6][CH:7]=1, predict the reactants needed to synthesize it. The reactants are: [F:1][C:2]1[CH:7]=[CH:6][C:5]([C:8]2[NH:12][N:11]=[C:10]([C:13]([O:15][CH2:16][CH3:17])=[O:14])[CH:9]=2)=[CH:4][CH:3]=1.C(=O)([O-])[O-].[K+].[K+].I[CH2:25][CH:26]([CH3:28])[CH3:27].O.